Dataset: Reaction yield outcomes from USPTO patents with 853,638 reactions. Task: Predict the reaction yield, written as a fraction of the theoretical maximum amount of product (1.0 means a 100% yield; for example, 0.34 means a 34% yield). (1) The reactants are [CH3:1][C:2]1[C:6](/[CH:7]=[CH:8]/[C:9]([OH:11])=[O:10])=[C:5]([N:12]2[C:16]3=[N:17][CH:18]=[CH:19][CH:20]=[C:15]3[CH:14]=[CH:13]2)[NH:4][N:3]=1.C(=O)([O-])[O-].[Na+].[Na+].[C:27](O[C:27]([O:29][C:30]([CH3:33])([CH3:32])[CH3:31])=[O:28])([O:29][C:30]([CH3:33])([CH3:32])[CH3:31])=[O:28].S([O-])(O)(=O)=O.[K+]. The catalyst is O.O1CCCC1. The product is [C:30]([O:29][C:27]([N:3]1[C:2]([CH3:1])=[C:6](/[CH:7]=[CH:8]/[C:9]([OH:11])=[O:10])[C:5]([N:12]2[C:16]3=[N:17][CH:18]=[CH:19][CH:20]=[C:15]3[CH:14]=[CH:13]2)=[N:4]1)=[O:28])([CH3:33])([CH3:32])[CH3:31]. The yield is 0.560. (2) The reactants are [F:1][C:2]1[CH:7]=[CH:6][C:5]([C:8]2[CH:13]=[CH:12][N:11]([C:14]3[CH:15]=[CH:16][C:17]4[C:18]5[CH2:27][NH:26][CH2:25][CH2:24][C:19]=5[N:20]([CH3:23])[C:21]=4[CH:22]=3)[C:10](=[O:28])[CH:9]=2)=[C:4]([O:29][CH3:30])[CH:3]=1.[C:31]1(N)C(F)=C(F)C(F)=C(N)C=1F.[ClH:43].Cl. No catalyst specified. The product is [ClH:43].[CH3:31][N:26]1[CH2:25][CH2:24][C:19]2[N:20]([CH3:23])[C:21]3[CH:22]=[C:14]([N:11]4[CH:12]=[CH:13][C:8]([C:5]5[CH:6]=[CH:7][C:2]([F:1])=[CH:3][C:4]=5[O:29][CH3:30])=[CH:9][C:10]4=[O:28])[CH:15]=[CH:16][C:17]=3[C:18]=2[CH2:27]1. The yield is 0.520. (3) The reactants are [CH3:1][C:2]1[C:6]2[CH:7]=[CH:8][CH:9]=[CH:10][C:5]=2[O:4][C:3]=1[CH2:11]O.S(Cl)([Cl:15])=O. The catalyst is ClCCl. The product is [Cl:15][CH2:11][C:3]1[O:4][C:5]2[CH:10]=[CH:9][CH:8]=[CH:7][C:6]=2[C:2]=1[CH3:1]. The yield is 1.00.